Dataset: Catalyst prediction with 721,799 reactions and 888 catalyst types from USPTO. Task: Predict which catalyst facilitates the given reaction. Reactant: [H-].[Al+3].[Li+].[H-].[H-].[H-].[Cl:7][C:8]1[CH:9]=[CH:10][C:11]2[N:17]3[C:18]([CH:21]=[C:22]([CH3:24])[CH3:23])=[CH:19][CH:20]=[C:16]3[CH:15]([CH2:25][C:26](OC)=[O:27])[O:14][CH:13]([C:30]3[CH:35]=[CH:34][CH:33]=[C:32]([O:36][CH3:37])[C:31]=3[O:38][CH3:39])[C:12]=2[CH:40]=1.C(C(C(C([O-])=O)O)O)([O-])=O.[Na+].[K+]. Product: [Cl:7][C:8]1[CH:9]=[CH:10][C:11]2[N:17]3[C:18]([CH:21]=[C:22]([CH3:24])[CH3:23])=[CH:19][CH:20]=[C:16]3[CH:15]([CH2:25][CH2:26][OH:27])[O:14][CH:13]([C:30]3[CH:35]=[CH:34][CH:33]=[C:32]([O:36][CH3:37])[C:31]=3[O:38][CH3:39])[C:12]=2[CH:40]=1. The catalyst class is: 7.